Dataset: Full USPTO retrosynthesis dataset with 1.9M reactions from patents (1976-2016). Task: Predict the reactants needed to synthesize the given product. Given the product [C:44]12([CH2:54][C:55]([NH:57][C:58]3[C:66]([Cl:67])=[CH:65][CH:64]=[C:63]4[C:59]=3[CH2:60][N:61]([C@H:70]([CH3:73])[CH2:71][OH:72])[C:62]4=[O:69])=[O:56])[CH2:53][CH:48]3[CH2:47][CH:46]([CH2:52][CH:50]([CH2:49]3)[CH2:51]1)[CH2:45]2, predict the reactants needed to synthesize it. The reactants are: NC1C(Cl)=CC=C2C=1CN([C@H](C)CO)C2=O.C12(CC(Cl)=O)CC3CC(CC(C3)C1)C2.C([O-])(O)=O.[Na+].C([O-])([O-])=O.[K+].[K+].[OH-].[Na+].[C:44]12([CH2:54][C:55]([NH:57][C:58]3[C:66]([Cl:67])=[CH:65][C:64](Cl)=[C:63]4[C:59]=3[CH2:60][N:61]([C@H:70]([CH3:73])[CH2:71][OH:72])[C:62]4=[O:69])=[O:56])[CH2:53][CH:48]3[CH2:49][CH:50]([CH2:52][CH:46]([CH2:47]3)[CH2:45]1)[CH2:51]2.